From a dataset of Forward reaction prediction with 1.9M reactions from USPTO patents (1976-2016). Predict the product of the given reaction. (1) Given the reactants [C:1]([O:5][C:6]([N:8]1[CH2:13][CH2:12][CH:11]([OH:14])[CH2:10][CH2:9]1)=[O:7])([CH3:4])([CH3:3])[CH3:2].C1OCCOCCOCCOCCOCCOC1.CC(C)([O-])C.[K+].Br[CH2:40][C:41]1[C:42]([C:49]2[C:54]([Cl:55])=[CH:53][CH:52]=[CH:51][C:50]=2[Cl:56])=[N:43][O:44][C:45]=1[CH:46]1[CH2:48][CH2:47]1, predict the reaction product. The product is: [C:1]([O:5][C:6]([N:8]1[CH2:13][CH2:12][CH:11]([O:14][CH2:40][C:41]2[C:42]([C:49]3[C:50]([Cl:56])=[CH:51][CH:52]=[CH:53][C:54]=3[Cl:55])=[N:43][O:44][C:45]=2[CH:46]2[CH2:48][CH2:47]2)[CH2:10][CH2:9]1)=[O:7])([CH3:4])([CH3:2])[CH3:3]. (2) The product is: [CH3:4][C:2]([O:5][C:6]([N:8]([CH2:29][CH3:30])[C@@H:9]1[CH2:13][CH2:12][N:11]([C:14]2[C:19]([C:20]([O:22][CH:23]([CH3:25])[CH3:24])=[O:21])=[CH:18][CH:17]=[CH:16][N:15]=2)[CH2:10]1)=[O:7])([CH3:1])[CH3:3]. Given the reactants [CH3:1][C:2]([O:5][C:6]([NH:8][C@@H:9]1[CH2:13][CH2:12][N:11]([C:14]2[C:19]([C:20]([O:22][CH:23]([CH3:25])[CH3:24])=[O:21])=[CH:18][CH:17]=[CH:16][N:15]=2)[CH2:10]1)=[O:7])([CH3:4])[CH3:3].[H-].[Na+].I[CH2:29][CH3:30].O, predict the reaction product.